Predict the product of the given reaction. From a dataset of Forward reaction prediction with 1.9M reactions from USPTO patents (1976-2016). (1) The product is: [CH3:7][O:8][C:9](=[O:34])[CH2:10][CH2:11][CH2:12][CH2:13][CH2:14][NH:15][C:16]1[C:17]2[C:24]([C:25]3[CH:30]=[CH:29][C:28]([O:31][CH3:32])=[CH:27][CH:26]=3)=[C:23]([C:38]3[CH:39]=[CH:40][CH:41]=[CH:42][C:37]=3[CH2:35][CH3:36])[O:22][C:18]=2[N:19]=[CH:20][N:21]=1. Given the reactants C(=O)([O-])[O-].[Na+].[Na+].[CH3:7][O:8][C:9](=[O:34])[CH2:10][CH2:11][CH2:12][CH2:13][CH2:14][NH:15][C:16]1[C:17]2[C:24]([C:25]3[CH:30]=[CH:29][C:28]([O:31][CH3:32])=[CH:27][CH:26]=3)=[C:23](Br)[O:22][C:18]=2[N:19]=[CH:20][N:21]=1.[CH2:35]([C:37]1[CH:42]=[CH:41][CH:40]=[CH:39][C:38]=1B(O)O)[CH3:36], predict the reaction product. (2) Given the reactants [N:1]1[CH:6]=[CH:5][CH:4]=[CH:3][C:2]=1[CH2:7][CH2:8][OH:9].C(N(CC)CC)C.[CH3:17][S:18](Cl)(=[O:20])=[O:19], predict the reaction product. The product is: [CH3:17][S:18]([O:9][CH2:8][CH2:7][C:2]1[CH:3]=[CH:4][CH:5]=[CH:6][N:1]=1)(=[O:20])=[O:19]. (3) Given the reactants Br[C:2]1[CH:7]=[C:6]([C:8]2[N:12]3[CH:13]=[CH:14][CH:15]=[CH:16][C:11]3=[N:10][C:9]=2[C:17]2[CH:22]=[CH:21][CH:20]=[C:19]([Cl:23])[CH:18]=2)[CH:5]=[CH:4][N:3]=1.CC1(C)C(C)(C)OB([C:32]2[CH:37]=[CH:36][C:35]([OH:38])=[CH:34][CH:33]=2)O1, predict the reaction product. The product is: [OH:38][C:35]1[CH:36]=[CH:37][C:32]([C:2]2[CH:7]=[C:6]([C:8]3[N:12]4[CH:13]=[CH:14][CH:15]=[CH:16][C:11]4=[N:10][C:9]=3[C:17]3[CH:22]=[CH:21][CH:20]=[C:19]([Cl:23])[CH:18]=3)[CH:5]=[CH:4][N:3]=2)=[CH:33][CH:34]=1. (4) Given the reactants [Cl:1][C:2]1[CH:11]=[C:10]2[C:5]([C:6](=O)[NH:7][C:8]([N:12]3[CH:16]=[C:15]([C:17]([O:19]CC)=[O:18])[CH:14]=[N:13]3)=[N:9]2)=[CH:4][C:3]=1[N:23]1[CH2:28][CH2:27][CH2:26][CH2:25][CH2:24]1.[NH:29]1[CH2:34][CH2:33][O:32][CH2:31][CH2:30]1, predict the reaction product. The product is: [Cl:1][C:2]1[CH:11]=[C:10]2[C:5]([C:6]([N:29]3[CH2:34][CH2:33][O:32][CH2:31][CH2:30]3)=[N:7][C:8]([N:12]3[CH:16]=[C:15]([C:17]([OH:19])=[O:18])[CH:14]=[N:13]3)=[N:9]2)=[CH:4][C:3]=1[N:23]1[CH2:28][CH2:27][CH2:26][CH2:25][CH2:24]1. (5) Given the reactants [O:1]=[C:2]1[C:11]([CH:12]2[CH2:17][CH2:16][N:15]([C:18]([O:20][C@H:21]([CH2:26][C:27]3[CH:35]=[C:34]([CH3:36])[C:33]4[C:29](=[CH:30][N:31](COC)[N:32]=4)[CH:28]=3)[C:22]([O:24][CH3:25])=[O:23])=[O:19])[CH2:14][CH2:13]2)=[CH:10][C:9]2[C:4](=[CH:5][CH:6]=[CH:7][CH:8]=2)[NH:3]1.C(Cl)(=O)C, predict the reaction product. The product is: [O:1]=[C:2]1[C:11]([CH:12]2[CH2:13][CH2:14][N:15]([C:18]([O:20][C@H:21]([CH2:26][C:27]3[CH:28]=[C:29]4[C:33](=[C:34]([CH3:36])[CH:35]=3)[NH:32][N:31]=[CH:30]4)[C:22]([O:24][CH3:25])=[O:23])=[O:19])[CH2:16][CH2:17]2)=[CH:10][C:9]2[C:4](=[CH:5][CH:6]=[CH:7][CH:8]=2)[NH:3]1. (6) Given the reactants Cl.[NH2:2][CH:3]([C:6]1[CH:11]=[CH:10][C:9]([O:12][C:13]([F:16])([F:15])[F:14])=[CH:8][CH:7]=1)[C:4]#[N:5].C(=O)([O-])[O-:18].[K+].[K+].OO.S([O-])([O-])(=O)=S.[Na+].[Na+], predict the reaction product. The product is: [NH2:2][CH:3]([C:6]1[CH:7]=[CH:8][C:9]([O:12][C:13]([F:14])([F:15])[F:16])=[CH:10][CH:11]=1)[C:4]([NH2:5])=[O:18]. (7) Given the reactants [CH3:1][O:2][C:3]1[N:8]=[CH:7][N:6]=[C:5]([CH2:9][N:10]2[C:18]3[C:13](=[N:14][CH:15]=[CH:16][CH:17]=3)[C:12]([C:19]([OH:21])=O)=[CH:11]2)[C:4]=1[CH3:22].CN1C(=O)CCC1.C(N(CC)CC)C.Cl.[F:38][C:39]([F:45])([F:44])[O:40][CH2:41][CH2:42][NH2:43].CN(C(ON1N=NC2C=CC=NC1=2)=[N+](C)C)C.F[P-](F)(F)(F)(F)F, predict the reaction product. The product is: [CH3:1][O:2][C:3]1[N:8]=[CH:7][N:6]=[C:5]([CH2:9][N:10]2[C:18]3[C:13](=[N:14][CH:15]=[CH:16][CH:17]=3)[C:12]([C:19]([NH:43][CH2:42][CH2:41][O:40][C:39]([F:45])([F:44])[F:38])=[O:21])=[CH:11]2)[C:4]=1[CH3:22].